This data is from Full USPTO retrosynthesis dataset with 1.9M reactions from patents (1976-2016). The task is: Predict the reactants needed to synthesize the given product. (1) Given the product [OH:3][CH2:4][CH2:5][N:6]([C:7]1[CH:12]=[CH:11][C:10]([NH:13][C:14]([NH:16][C:17]2[CH:18]=[CH:19][CH:20]=[CH:21][CH:22]=2)=[O:15])=[CH:9][CH:8]=1)[S:23]([C:26]1[CH:27]=[C:28]([C:32]2[CH:33]=[CH:34][C:35]([F:38])=[CH:36][CH:37]=2)[CH:29]=[CH:30][CH:31]=1)(=[O:25])=[O:24], predict the reactants needed to synthesize it. The reactants are: C([O:3][C:4](=O)[CH2:5][N:6]([S:23]([C:26]1[CH:27]=[C:28]([C:32]2[CH:37]=[CH:36][C:35]([F:38])=[CH:34][CH:33]=2)[CH:29]=[CH:30][CH:31]=1)(=[O:25])=[O:24])[C:7]1[CH:12]=[CH:11][C:10]([NH:13][C:14]([NH:16][C:17]2[CH:22]=[CH:21][CH:20]=[CH:19][CH:18]=2)=[O:15])=[CH:9][CH:8]=1)C.[H-].[H-].[H-].[H-].[Li+].[Al+3]. (2) Given the product [CH3:28][O:27][CH:24]([O:25][CH3:26])[C:23]1[C:22]([F:29])=[CH:21][N:20]=[CH:19][C:18]=1[NH2:15], predict the reactants needed to synthesize it. The reactants are: N1C=CC=CC=1C1C=CC=CN=1.[BH4-].[Na+].[N:15]([C:18]1[CH:19]=[N:20][CH:21]=[C:22]([F:29])[C:23]=1[CH:24]([O:27][CH3:28])[O:25][CH3:26])=[N+]=[N-].C(=O)([O-])O.[Na+].